Predict the product of the given reaction. From a dataset of Forward reaction prediction with 1.9M reactions from USPTO patents (1976-2016). (1) Given the reactants [CH3:1][O:2][C:3]1[CH:4]=[C:5]2[C:10](=[C:11]([NH2:13])[N:12]=1)[N:9]=[CH:8][CH:7]=[CH:6]2.[CH3:14][CH2:15][N:16](CC)[CH2:17][CH3:18].[OH-].[Na+].C([O-])=O.[NH4+], predict the reaction product. The product is: [CH3:1][O:2][C:3]1[CH:4]=[C:5]2[C:10](=[C:11]([N:13]3[CH2:18][CH2:17][NH:16][CH2:15][CH2:14]3)[N:12]=1)[N:9]=[CH:8][CH:7]=[CH:6]2. (2) Given the reactants CN(C=O)C.Br[C:7]1[CH:8]=[C:9]([CH:14]=[C:15]([Br:18])[C:16]=1[CH3:17])[C:10]([O:12][CH3:13])=[O:11].CC1(C)C(C)(C)OB(/[CH:27]=[CH:28]/[CH2:29][O:30][CH3:31])O1.C([O-])([O-])=O.[Na+].[Na+], predict the reaction product. The product is: [Br:18][C:15]1[CH:14]=[C:9]([CH:8]=[C:7](/[CH:27]=[CH:28]/[CH2:29][O:30][CH3:31])[C:16]=1[CH3:17])[C:10]([O:12][CH3:13])=[O:11]. (3) Given the reactants [Cl:1][C:2]1[CH:3]=[CH:4][C:5]([C:23]#[N:24])=[C:6]([C:8]2[CH:13]=[CH:12][N:11]([CH:14]([CH2:18][CH2:19][CH2:20][CH3:21])[C:15](O)=[O:16])[C:10](=[O:22])[CH:9]=2)[CH:7]=1.[NH:25]1[C:29]([C:30]2[CH:36]=[CH:35][C:33]([NH2:34])=[CH:32][CH:31]=2)=[N:28][N:27]=[N:26]1, predict the reaction product. The product is: [Cl:1][C:2]1[CH:3]=[CH:4][C:5]([C:23]#[N:24])=[C:6]([C:8]2[CH:13]=[CH:12][N:11]([CH:14]([CH2:18][CH2:19][CH2:20][CH3:21])[C:15]([NH:34][C:33]3[CH:35]=[CH:36][C:30]([C:29]4[NH:28][N:27]=[N:26][N:25]=4)=[CH:31][CH:32]=3)=[O:16])[C:10](=[O:22])[CH:9]=2)[CH:7]=1. (4) Given the reactants [F:1][C:2]1[CH:7]=[N:6][C:5]([C:8]2[CH:12]=[C:11]([C:13]([O:15]CC)=O)[N:10]([CH3:18])[N:9]=2)=[C:4]2[NH:19][CH:20]=[C:21]([C:22](=[O:42])[C:23](=[O:41])[N:24]3[CH2:29][CH2:28][N:27]([C:30]4[N:34]([C:35]5[CH:40]=[CH:39][CH:38]=[CH:37][CH:36]=5)[N:33]=[N:32][N:31]=4)[CH2:26][CH2:25]3)[C:3]=12.[CH3:43][N:44]([CH3:49])[CH2:45][CH2:46][CH2:47][NH2:48], predict the reaction product. The product is: [CH3:43][N:44]([CH3:49])[CH2:45][CH2:46][CH2:47][NH:48][C:13]([C:11]1[N:10]([CH3:18])[N:9]=[C:8]([C:5]2[N:6]=[CH:7][C:2]([F:1])=[C:3]3[C:21]([C:22](=[O:42])[C:23](=[O:41])[N:24]4[CH2:29][CH2:28][N:27]([C:30]5[N:34]([C:35]6[CH:36]=[CH:37][CH:38]=[CH:39][CH:40]=6)[N:33]=[N:32][N:31]=5)[CH2:26][CH2:25]4)=[CH:20][NH:19][C:4]=23)[CH:12]=1)=[O:15]. (5) Given the reactants C([O:3][C:4]([C:6]1[C:7]([NH:13][CH2:14][CH3:15])=[N:8][C:9]([Cl:12])=[N:10][CH:11]=1)=[O:5])C.O.O.[OH-].[Li+], predict the reaction product. The product is: [Cl:12][C:9]1[N:8]=[C:7]([NH:13][CH2:14][CH3:15])[C:6]([C:4]([OH:5])=[O:3])=[CH:11][N:10]=1. (6) The product is: [NH2:16][C:8]1[C:7]2[N:17]=[C:4]([CH2:3][O:2][N:1]=[C:23]([CH3:25])[CH3:22])[N:5]([CH2:18][CH:19]([CH3:21])[CH3:20])[C:6]=2[C:15]2[CH2:14][CH2:13][CH2:12][CH2:11][C:10]=2[N:9]=1. Given the reactants [NH2:1][O:2][CH2:3][C:4]1[N:5]([CH2:18][CH:19]([CH3:21])[CH3:20])[C:6]2[C:15]3[CH2:14][CH2:13][CH2:12][CH2:11][C:10]=3[N:9]=[C:8]([NH2:16])[C:7]=2[N:17]=1.[CH3:22][C:23]([CH3:25])=O, predict the reaction product. (7) Given the reactants [Br:1][C:2]1[N:7]=[C:6]([C:8]2[C:16]3[C:11](=[N:12][C:13](Cl)=[N:14][CH:15]=3)[N:10]([CH2:18][O:19][CH2:20][CH2:21][Si:22]([CH3:25])([CH3:24])[CH3:23])[N:9]=2)[CH:5]=[CH:4][CH:3]=1.[CH3:26][C:27]([O:30][C:31]([NH:33][CH:34]1[CH2:39][CH2:38][CH:37]([NH2:40])[CH2:36][CH2:35]1)=[O:32])([CH3:29])[CH3:28].CCN(CC)CC, predict the reaction product. The product is: [C:27]([O:30][C:31](=[O:32])[NH:33][CH:34]1[CH2:35][CH2:36][CH:37]([NH:40][C:13]2[N:12]=[C:11]3[N:10]([CH2:18][O:19][CH2:20][CH2:21][Si:22]([CH3:25])([CH3:24])[CH3:23])[N:9]=[C:8]([C:6]4[CH:5]=[CH:4][CH:3]=[C:2]([Br:1])[N:7]=4)[C:16]3=[CH:15][N:14]=2)[CH2:38][CH2:39]1)([CH3:29])([CH3:26])[CH3:28]. (8) The product is: [ClH:10].[Cl:11][C:7]1[CH:6]=[C:5]2[C:4](=[C:9]([Cl:10])[CH:8]=1)[C:3](=[O:14])[N:34]([C:28]1[CH:29]=[CH:30][C:31]([O:32][CH3:33])=[C:26]([O:25][CH2:24][CH2:23][N:16]3[CH2:17][CH2:18][CH2:19][CH2:20][CH2:21][CH2:22]3)[CH:27]=1)[CH2:12]2. Given the reactants CO[C:3](=[O:14])[C:4]1[C:9]([Cl:10])=[CH:8][C:7]([Cl:11])=[CH:6][C:5]=1[CH2:12]Br.Cl.[N:16]1([CH2:23][CH2:24][O:25][C:26]2[CH:27]=[C:28]([NH2:34])[CH:29]=[CH:30][C:31]=2[O:32][CH3:33])[CH2:22][CH2:21][CH2:20][CH2:19][CH2:18][CH2:17]1.C([O-])(O)=O.[Na+], predict the reaction product.